Dataset: NCI-60 drug combinations with 297,098 pairs across 59 cell lines. Task: Regression. Given two drug SMILES strings and cell line genomic features, predict the synergy score measuring deviation from expected non-interaction effect. (1) Drug 2: CN(C)C1=NC(=NC(=N1)N(C)C)N(C)C. Cell line: MDA-MB-435. Drug 1: C1=CC(=C2C(=C1NCCNCCO)C(=O)C3=C(C=CC(=C3C2=O)O)O)NCCNCCO. Synergy scores: CSS=8.32, Synergy_ZIP=-3.85, Synergy_Bliss=3.60, Synergy_Loewe=-12.7, Synergy_HSA=-0.653. (2) Drug 1: C1=NC2=C(N1)C(=S)N=CN2. Drug 2: C1CN(CCN1C(=O)CCBr)C(=O)CCBr. Cell line: HCC-2998. Synergy scores: CSS=36.9, Synergy_ZIP=-10.7, Synergy_Bliss=-2.40, Synergy_Loewe=-1.14, Synergy_HSA=2.04. (3) Drug 1: C1=CC(=C2C(=C1NCCNCCO)C(=O)C3=C(C=CC(=C3C2=O)O)O)NCCNCCO. Drug 2: CC1=C(C(CCC1)(C)C)C=CC(=CC=CC(=CC(=O)O)C)C. Cell line: OVCAR-5. Synergy scores: CSS=13.1, Synergy_ZIP=-9.21, Synergy_Bliss=-3.14, Synergy_Loewe=-24.7, Synergy_HSA=-3.87.